This data is from Full USPTO retrosynthesis dataset with 1.9M reactions from patents (1976-2016). The task is: Predict the reactants needed to synthesize the given product. (1) The reactants are: [C:1](Cl)(=O)[C:2]([Cl:4])=[O:3].[C:7]([C:15]1[CH:23]=[CH:22]C(C(O)=O)=[CH:17][CH:16]=1)(=[O:14])[C:8]1[CH:13]=[CH:12][CH:11]=[CH:10][CH:9]=1.CN(C)C=O. Given the product [C:7]([C:15]1[CH:23]=[CH:22][C:1]([C:2]([Cl:4])=[O:3])=[CH:17][CH:16]=1)(=[O:14])[C:8]1[CH:13]=[CH:12][CH:11]=[CH:10][CH:9]=1, predict the reactants needed to synthesize it. (2) Given the product [F:19][C:5]1[C:6]([NH:8][C:9]2[CH:10]=[C:11]([CH:16]=[CH:17][CH:18]=2)[C:12]([NH:14][CH3:15])=[O:13])=[N:7][C:2]([N:28]2[CH2:29][CH:26]([O:25][C:24]3[CH:23]=[CH:22][C:21]([F:20])=[CH:31][CH:30]=3)[CH2:27]2)=[N:3][CH:4]=1, predict the reactants needed to synthesize it. The reactants are: Cl[C:2]1[N:7]=[C:6]([NH:8][C:9]2[CH:10]=[C:11]([CH:16]=[CH:17][CH:18]=2)[C:12]([NH:14][CH3:15])=[O:13])[C:5]([F:19])=[CH:4][N:3]=1.[F:20][C:21]1[CH:31]=[CH:30][C:24]([O:25][CH:26]2[CH2:29][NH:28][CH2:27]2)=[CH:23][CH:22]=1.C(=O)([O-])[O-].[Cs+].[Cs+].C1C=CC(P(C2C(C3C(P(C4C=CC=CC=4)C4C=CC=CC=4)=CC=C4C=3C=CC=C4)=C3C(C=CC=C3)=CC=2)C2C=CC=CC=2)=CC=1. (3) Given the product [F:33][C:27]1[CH:26]=[C:25]([N:12]2[CH2:13][CH2:14][C:9]3[O:8][C:7]([C:2]4[CH:3]=[CH:4][CH:5]=[CH:6][N:1]=4)=[N:23][C:10]=3[CH2:11]2)[CH:30]=[C:29]([O:31][CH3:32])[CH:28]=1, predict the reactants needed to synthesize it. The reactants are: [N:1]1[CH:6]=[CH:5][CH:4]=[CH:3][C:2]=1[C:7]1[O:8][C:9]2[CH2:14][CH2:13][N:12](C3C=C(C=CC=3)C#N)[CH2:11][C:10]=2[N:23]=1.Br[C:25]1[CH:30]=[C:29]([O:31][CH3:32])[CH:28]=[C:27]([F:33])[CH:26]=1. (4) Given the product [Br:10][C:5]1[CH:6]=[C:7]2[C:2](=[N:3][CH:4]=1)[N:1]=[C:13]([C:12]([F:11])([F:22])[F:21])[C:14]([C:15]([O:17][CH2:18][CH3:19])=[O:16])=[CH:8]2, predict the reactants needed to synthesize it. The reactants are: [NH2:1][C:2]1[C:7]([CH:8]=O)=[CH:6][C:5]([Br:10])=[CH:4][N:3]=1.[F:11][C:12]([F:22])([F:21])[C:13](=O)[CH2:14][C:15]([O:17][CH2:18][CH3:19])=[O:16].N1CCCCC1. (5) Given the product [Cl:50][C:51]1[CH:57]=[CH:56][C:54]([N:55]2[C:12](=[O:13])[C:11]3[S:14][CH:15]=[C:16]([C:17]4[CH:22]=[CH:21][CH:20]=[C:19]([F:35])[CH:18]=4)[C:10]=3[N:9]=[CH:8]2)=[CH:53][CH:52]=1, predict the reactants needed to synthesize it. The reactants are: C1(N2[C:12](=[O:13])[C:11]3[S:14][CH:15]=[C:16]([C:17]4[CH:22]=[CH:21][CH:20]=[CH:19][CH:18]=4)[C:10]=3[N:9]=[CH:8]2)C=CC=CC=1.NC1C(C2C=CC=CC=2[F:35])=CSC=1C(OC)=O.C(OCC)(OCC)OCC.[Cl:50][C:51]1[CH:57]=[CH:56][C:54]([NH2:55])=[CH:53][CH:52]=1. (6) Given the product [Cl:1][C:2]1[CH:3]=[C:4]([NH:9][C:10]([N:12]2[CH2:17][CH2:16][N:15]([CH2:18][C@H:19]3[O:24][CH2:23][CH2:22][N:21]([C@H:26]([CH3:25])[CH2:27][CH3:28])[CH2:20]3)[CH2:14][CH2:13]2)=[O:11])[CH:5]=[CH:6][C:7]=1[F:8], predict the reactants needed to synthesize it. The reactants are: [Cl:1][C:2]1[CH:3]=[C:4]([NH:9][C:10]([N:12]2[CH2:17][CH2:16][N:15]([CH2:18][C@@H:19]3[O:24][CH2:23][CH2:22][NH:21][CH2:20]3)[CH2:14][CH2:13]2)=[O:11])[CH:5]=[CH:6][C:7]=1[F:8].[CH3:25][C:26](=O)[CH2:27][CH3:28].C(O[BH-](OC(=O)C)OC(=O)C)(=O)C.[Na+].[OH-].[Na+]. (7) Given the product [Cl:36][C:37]1[CH:38]=[CH:39][C:40]([CH:43]2[N:47]([C:48]([N:50]3[CH2:51][CH2:52][N:53]([CH3:56])[CH2:54][CH2:55]3)=[O:49])[C:46]([C:57]3[CH:62]=[CH:61][C:60]([O:63][CH3:64])=[CH:59][C:58]=3[O:65][CH2:66][CH3:67])=[N:45][CH:44]2[CH:68]2[CH2:72][CH2:71][CH2:70][CH2:69]2)=[CH:41][CH:42]=1, predict the reactants needed to synthesize it. The reactants are: FC(F)(F)C(O)=O.ClC1C=CC(C2NC(C3C=CC(OC)=CC=3OCC)=NC2C2CCCC2)=CC=1.[Cl:36][C:37]1[CH:42]=[CH:41][C:40]([CH:43]2[N:47]([C:48]([N:50]3[CH2:55][CH2:54][N:53]([CH3:56])[CH2:52][CH2:51]3)=[O:49])[C:46]([C:57]3[CH:62]=[CH:61][C:60]([O:63][CH3:64])=[CH:59][C:58]=3[O:65][CH2:66][CH3:67])=[N:45][CH:44]2[CH2:68][CH:69]2C[CH2:72][CH2:71][CH2:70]2)=[CH:39][CH:38]=1.